This data is from Full USPTO retrosynthesis dataset with 1.9M reactions from patents (1976-2016). The task is: Predict the reactants needed to synthesize the given product. (1) The reactants are: Cl[C:2]1[C:7]([C:8]([O:10][CH2:11][CH3:12])=[O:9])=[C:6]([Cl:13])[N:5]=[C:4]([S:14][CH3:15])[N:3]=1.[CH3:16][O:17][C:18]1[CH:33]=[CH:32][C:21]([CH2:22][NH:23][CH2:24][CH2:25][CH2:26][C:27]([O:29][CH2:30][CH3:31])=[O:28])=[CH:20][CH:19]=1.CCN(C(C)C)C(C)C. Given the product [Cl:13][C:6]1[C:7]([C:8]([O:10][CH2:11][CH3:12])=[O:9])=[C:2]([N:23]([CH2:24][CH2:25][CH2:26][C:27]([O:29][CH2:30][CH3:31])=[O:28])[CH2:22][C:21]2[CH:20]=[CH:19][C:18]([O:17][CH3:16])=[CH:33][CH:32]=2)[N:3]=[C:4]([S:14][CH3:15])[N:5]=1, predict the reactants needed to synthesize it. (2) Given the product [F:8][C@@H:9]1[C@@H:14]([O:15][S:24]([CH3:23])(=[O:26])=[O:25])[CH2:13][CH2:12][N:11]([C:16]([O:18][C:19]([CH3:22])([CH3:21])[CH3:20])=[O:17])[CH2:10]1, predict the reactants needed to synthesize it. The reactants are: C(N(CC)CC)C.[F:8][C@@H:9]1[C@@H:14]([OH:15])[CH2:13][CH2:12][N:11]([C:16]([O:18][C:19]([CH3:22])([CH3:21])[CH3:20])=[O:17])[CH2:10]1.[CH3:23][S:24](Cl)(=[O:26])=[O:25]. (3) Given the product [CH3:26][N:25]([CH3:27])[C:23]([CH2:22][N:13]([CH3:14])[C:6]1[C:7]2[S:11][C:10]([NH:12][C:33](=[O:34])[C:32]3[CH:36]=[CH:37][C:29]([F:28])=[CH:30][CH:31]=3)=[N:9][C:8]=2[C:3]([O:2][CH3:1])=[CH:4][CH:5]=1)=[O:24], predict the reactants needed to synthesize it. The reactants are: [CH3:1][O:2][C:3]1[C:8]2[N:9]=[C:10]([NH2:12])[S:11][C:7]=2[C:6]([NH:13][CH3:14])=[CH:5][CH:4]=1.C(=O)([O-])[O-].[K+].[K+].I[CH2:22][C:23]([N:25]([CH3:27])[CH3:26])=[O:24].[F:28][C:29]1[CH:37]=[CH:36][C:32]([C:33](O)=[O:34])=[CH:31][CH:30]=1.CN(C(ON1N=NC2C=CC=NC1=2)=[N+](C)C)C.F[P-](F)(F)(F)(F)F.C(N(C(C)C)C(C)C)C.